This data is from CYP2C19 inhibition data for predicting drug metabolism from PubChem BioAssay. The task is: Regression/Classification. Given a drug SMILES string, predict its absorption, distribution, metabolism, or excretion properties. Task type varies by dataset: regression for continuous measurements (e.g., permeability, clearance, half-life) or binary classification for categorical outcomes (e.g., BBB penetration, CYP inhibition). Dataset: cyp2c19_veith. The compound is COCC(=O)N(C)c1nnc(-c2ccc([N+](=O)[O-])cc2)s1. The result is 0 (non-inhibitor).